Regression. Given a peptide amino acid sequence and an MHC pseudo amino acid sequence, predict their binding affinity value. This is MHC class II binding data. From a dataset of Peptide-MHC class II binding affinity with 134,281 pairs from IEDB. (1) The peptide sequence is ALQSHDDVALVSVMW. The MHC is DRB1_1201 with pseudo-sequence DRB1_1201. The binding affinity (normalized) is 0.435. (2) The peptide sequence is YAGIRRDGLLLRLVD. The MHC is HLA-DQA10401-DQB10402 with pseudo-sequence HLA-DQA10401-DQB10402. The binding affinity (normalized) is 0.134.